Dataset: Full USPTO retrosynthesis dataset with 1.9M reactions from patents (1976-2016). Task: Predict the reactants needed to synthesize the given product. (1) The reactants are: C(N(CC)CC)C.[CH2:8]([N:26]=[C:27]=[O:28])[CH2:9][CH2:10][CH2:11][CH2:12][CH2:13][CH2:14][CH2:15][CH2:16][CH2:17][CH2:18][CH2:19][CH2:20][CH2:21][CH2:22][CH2:23][CH2:24][CH3:25].[CH3:29][N:30]([CH3:46])[CH2:31][CH2:32][CH2:33][NH:34][C:35](=[O:45])[CH2:36][CH2:37][C:38]1[CH:43]=[CH:42][CH:41]=[CH:40][C:39]=1[OH:44]. Given the product [CH2:8]([NH:26][C:27](=[O:28])[O:44][C:39]1[CH:40]=[CH:41][CH:42]=[CH:43][C:38]=1[CH2:37][CH2:36][C:35]([NH:34][CH2:33][CH2:32][CH2:31][N:30]([CH3:29])[CH3:46])=[O:45])[CH2:9][CH2:10][CH2:11][CH2:12][CH2:13][CH2:14][CH2:15][CH2:16][CH2:17][CH2:18][CH2:19][CH2:20][CH2:21][CH2:22][CH2:23][CH2:24][CH3:25], predict the reactants needed to synthesize it. (2) Given the product [C:1]([O:21][CH:20]=[C:10]1[C:9]2[C:13](=[CH:14][CH:15]=[C:7]([C:1]3[CH:2]=[CH:3][CH:4]=[CH:5][CH:6]=3)[CH:8]=2)[NH:12][C:11]1=[O:16])([CH3:7])([CH3:6])[CH3:2], predict the reactants needed to synthesize it. The reactants are: [C:1]1([C:7]2[CH:8]=[C:9]3[C:13](=[CH:14][CH:15]=2)[NH:12][C:11](=[O:16])[CH2:10]3)[CH:6]=[CH:5][CH:4]=[CH:3][CH:2]=1.CN([CH:20]=[O:21])C. (3) Given the product [CH3:13][O:7][C:6](=[O:8])[C:2]([NH2:3])([CH3:1])[CH2:4][OH:5], predict the reactants needed to synthesize it. The reactants are: [CH3:1][C:2]([C:6]([OH:8])=[O:7])([CH2:4][OH:5])[NH2:3].O=S(Cl)Cl.[CH3:13]O.